This data is from Full USPTO retrosynthesis dataset with 1.9M reactions from patents (1976-2016). The task is: Predict the reactants needed to synthesize the given product. Given the product [CH2:50]([O:49][C:47]([NH:31][S:28]([C:20]1[S:21][C:22]([CH2:24][CH:25]([CH3:27])[CH3:26])=[CH:23][C:19]=1[C:15]1[CH:16]=[CH:17][CH:18]=[C:13]([CH2:12][N:8]2[CH:9]=[CH:10][N:11]=[C:7]2[C:1]2[CH:6]=[CH:5][CH:4]=[CH:3][CH:2]=2)[CH:14]=1)(=[O:29])=[O:30])=[O:48])[CH2:51][CH2:52][CH3:53], predict the reactants needed to synthesize it. The reactants are: [C:1]1([C:7]2[N:8]([CH2:12][C:13]3[CH:14]=[C:15]([C:19]4[CH:23]=[C:22]([CH2:24][CH:25]([CH3:27])[CH3:26])[S:21][C:20]=4[S:28]([NH:31]C(C)(C)C)(=[O:30])=[O:29])[CH:16]=[CH:17][CH:18]=3)[CH:9]=[CH:10][N:11]=2)[CH:6]=[CH:5][CH:4]=[CH:3][CH:2]=1.B(Cl)(Cl)Cl.C([O-])([O-])=O.[Na+].[Na+].Cl[C:47]([O:49][CH2:50][CH2:51][CH2:52][CH3:53])=[O:48].